From a dataset of Catalyst prediction with 721,799 reactions and 888 catalyst types from USPTO. Predict which catalyst facilitates the given reaction. (1) Reactant: [C:1]([O:6][CH2:7][CH2:8][CH2:9][CH2:10][CH2:11][CH2:12][CH2:13][CH2:14][CH2:15][CH2:16][CH2:17][CH2:18][CH2:19][CH2:20][CH2:21][CH2:22][CH2:23][CH3:24])(=[O:5])[C:2]([CH3:4])=[CH2:3].C(O[CH2:30][CH2:31][CH2:32][CH2:33][CH2:30][CH2:31][CH2:32][CH3:33])(=O)C=C.[C:38]([O:41][CH:42]=[CH2:43])(=[O:40])[CH3:39]. Product: [C:1]([O:6][CH2:7][CH2:8][CH2:9][CH2:10][CH2:11][CH2:12][CH2:13][CH2:14][CH2:15][CH2:16][CH2:17][CH2:18][CH2:19][CH2:20][CH2:21][CH2:22][CH2:23][CH2:24][CH2:30][CH2:31][CH2:32][CH3:33])(=[O:5])[C:2]([CH3:4])=[CH2:3].[C:1]([O:6][CH2:7][CH2:8][CH2:9][CH2:10][CH2:11][CH2:12][CH2:13][CH2:14][CH2:15][CH2:16][CH2:17][CH3:18])(=[O:5])[CH:2]=[CH2:3].[C:38]([O:41][CH:42]=[CH2:43])(=[O:40])[CH3:39]. The catalyst class is: 113. (2) Reactant: [CH2:1]([O:5][C:6]1[CH:11]=[CH:10][C:9]([S:12]([C:15]2([C:24]([O-:26])=[O:25])[NH:21][CH2:20][CH2:19][CH2:18][S:17][C:16]2([CH3:23])[CH3:22])(=[O:14])=[O:13])=[CH:8][CH:7]=1)[C:2]#[C:3][CH3:4].FC(F)(F)C(O)=O. Product: [CH2:1]([O:5][C:6]1[CH:11]=[CH:10][C:9]([S:12]([C:15]2([C:24]([OH:26])=[O:25])[NH:21][CH2:20][CH2:19][CH2:18][S:17][C:16]2([CH3:22])[CH3:23])(=[O:13])=[O:14])=[CH:8][CH:7]=1)[C:2]#[C:3][CH3:4]. The catalyst class is: 2.